Predict the reaction yield, written as a fraction of the theoretical maximum amount of product (1.0 means a 100% yield; for example, 0.34 means a 34% yield). From a dataset of Reaction yield outcomes from USPTO patents with 853,638 reactions. (1) The reactants are [F:1][C:2]1[CH:7]=[CH:6][C:5]([OH:8])=[CH:4][CH:3]=1.[H-].[Na+].[N:11]1[C:18]([Cl:19])=[N:17][C:15](Cl)=[N:14][C:12]=1[Cl:13]. The catalyst is O1CCCC1. The product is [Cl:13][C:12]1[N:11]=[C:18]([Cl:19])[N:17]=[C:15]([O:8][C:5]2[CH:6]=[CH:7][C:2]([F:1])=[CH:3][CH:4]=2)[N:14]=1. The yield is 0.580. (2) The reactants are C[O:2][C:3](=O)[C:4]1[CH:9]=[CH:8][CH:7]=[C:6](/[CH:10]=[CH:11]/[C:12]2[N:17]=[C:16]([CH3:18])[CH:15]=[C:14]([N:19]3[CH2:23][CH2:22][CH2:21][CH2:20]3)[N:13]=2)[CH:5]=1.COC(=O)C1C=CC=C(/C=C/C2N=C(Cl)C=C(C)N=2)C=1.[Cl-].[Cl-].[Ca+2].[BH4-].[Na+]. The catalyst is CO.C1COCC1. The product is [CH3:18][C:16]1[CH:15]=[C:14]([N:19]2[CH2:20][CH2:21][CH2:22][CH2:23]2)[N:13]=[C:12](/[CH:11]=[CH:10]/[C:6]2[CH:5]=[C:4]([CH2:3][OH:2])[CH:9]=[CH:8][CH:7]=2)[N:17]=1. The yield is 0.180. (3) The reactants are [OH-].[Na+].C[O:4][C:5](=[O:42])[CH2:6][C:7]1[CH:12]=[CH:11][C:10]([C:13]2[CH:18]=[CH:17][C:16]([C:19]([CH2:39][CH3:40])([C:22]3[CH:27]=[CH:26][C:25](/[CH:28]=[CH:29]/[C:30]4([OH:37])[CH2:36][CH2:35][CH2:34][CH2:33][CH2:32][CH2:31]4)=[C:24]([CH3:38])[CH:23]=3)[CH2:20][CH3:21])=[CH:15][C:14]=2[CH3:41])=[CH:9][CH:8]=1.[Cl-].[NH4+]. The catalyst is CO. The product is [CH2:20]([C:19]([C:16]1[CH:17]=[CH:18][C:13]([C:10]2[CH:9]=[CH:8][C:7]([CH2:6][C:5]([OH:42])=[O:4])=[CH:12][CH:11]=2)=[C:14]([CH3:41])[CH:15]=1)([C:22]1[CH:27]=[CH:26][C:25](/[CH:28]=[CH:29]/[C:30]2([OH:37])[CH2:31][CH2:32][CH2:33][CH2:34][CH2:35][CH2:36]2)=[C:24]([CH3:38])[CH:23]=1)[CH2:39][CH3:40])[CH3:21]. The yield is 0.190. (4) The reactants are Br[C:2]1[CH:3]=[C:4]([N:10]2[C:14]3=[N:15][CH:16]=[CH:17][CH:18]=[C:13]3[C:12]([C:19]([NH2:21])=[O:20])=[N:11]2)[CH:5]=[C:6]([O:8][CH3:9])[CH:7]=1.[C:22]([C@:24]1([OH:31])[CH2:28][CH2:27][N:26]([CH3:29])[C:25]1=[O:30])#[CH:23]. No catalyst specified. The product is [OH:31][C@@:24]1([C:22]#[C:23][C:2]2[CH:3]=[C:4]([N:10]3[C:14]4=[N:15][CH:16]=[CH:17][CH:18]=[C:13]4[C:12]([C:19]([NH2:21])=[O:20])=[N:11]3)[CH:5]=[C:6]([O:8][CH3:9])[CH:7]=2)[CH2:28][CH2:27][N:26]([CH3:29])[C:25]1=[O:30]. The yield is 0.540. (5) The reactants are [C:1]1([NH2:8])[CH:6]=[CH:5][CH:4]=[CH:3][C:2]=1[NH2:7].[CH3:9][C:10]([O:13][C:14](O[C:14]([O:13][C:10]([CH3:12])([CH3:11])[CH3:9])=[O:15])=[O:15])([CH3:12])[CH3:11]. The catalyst is C1COCC1. The product is [C:10]([O:13][C:14](=[O:15])[NH:7][C:2]1[CH:3]=[CH:4][CH:5]=[CH:6][C:1]=1[NH2:8])([CH3:12])([CH3:11])[CH3:9]. The yield is 0.770. (6) The reactants are [F:1][C:2]1[CH:7]=[CH:6][C:5]([CH:8]([C:21]2[CH:26]=[CH:25][C:24]([F:27])=[CH:23][CH:22]=2)[CH2:9][CH2:10][NH:11][C:12](=[O:20])[C:13]2[CH:18]=[CH:17][N:16]=[C:15](F)[CH:14]=2)=[CH:4][CH:3]=1.[CH3:28][N:29]1[CH2:34][CH2:33][NH:32][CH2:31][CH2:30]1. No catalyst specified. The product is [F:1][C:2]1[CH:7]=[CH:6][C:5]([CH:8]([C:21]2[CH:26]=[CH:25][C:24]([F:27])=[CH:23][CH:22]=2)[CH2:9][CH2:10][NH:11][C:12](=[O:20])[C:13]2[CH:18]=[CH:17][N:16]=[C:15]([N:32]3[CH2:33][CH2:34][N:29]([CH3:28])[CH2:30][CH2:31]3)[CH:14]=2)=[CH:4][CH:3]=1. The yield is 0.228. (7) The reactants are I[C:2]1[CH:7]=[CH:6][CH:5]=[CH:4][N:3]=1.[C:8]([O:14][CH2:15][CH3:16])(=[O:13])[CH2:9][CH2:10][C:11]#[CH:12]. The catalyst is C(N(CC)CC)C.[Cu](I)I.Cl[Pd](Cl)([P](C1C=CC=CC=1)(C1C=CC=CC=1)C1C=CC=CC=1)[P](C1C=CC=CC=1)(C1C=CC=CC=1)C1C=CC=CC=1. The product is [N:3]1[CH:4]=[CH:5][CH:6]=[CH:7][C:2]=1[C:12]#[C:11][CH2:10][CH2:9][C:8]([O:14][CH2:15][CH3:16])=[O:13]. The yield is 0.780.